The task is: Predict the reactants needed to synthesize the given product.. This data is from Full USPTO retrosynthesis dataset with 1.9M reactions from patents (1976-2016). (1) Given the product [Cl:8][C:9]1[CH:10]=[C:11]([N:15]2[C:4]([NH2:5])=[CH:3][C:2]([CH3:1])=[N:16]2)[CH:12]=[CH:13][CH:14]=1, predict the reactants needed to synthesize it. The reactants are: [CH3:1]/[C:2](/N)=[CH:3]\[C:4]#[N:5].Cl.[Cl:8][C:9]1[CH:10]=[C:11]([NH:15][NH2:16])[CH:12]=[CH:13][CH:14]=1. (2) Given the product [F:9][C:10]1[CH:15]=[CH:14][CH:13]=[CH:12][C:11]=1[C:2]1[N:7]=[N:6][C:5]([NH2:8])=[CH:4][CH:3]=1, predict the reactants needed to synthesize it. The reactants are: Cl[C:2]1[N:7]=[N:6][C:5]([NH2:8])=[CH:4][CH:3]=1.[F:9][C:10]1[CH:15]=[CH:14][C:13](B(O)O)=[CH:12][CH:11]=1.C([O-])([O-])=O.[Na+].[Na+]. (3) Given the product [Cl:28][C:29]1[CH:34]=[CH:33][C:32]([Cl:35])=[CH:31][C:30]=1[C:40]1[C:41]([OH:47])=[CH:42][CH:43]=[C:38]([F:37])[CH:39]=1, predict the reactants needed to synthesize it. The reactants are: P([O-])([O-])([O-])=O.[K+].[K+].[K+].C1(P(C2C=CC=CC=2)C2C=CC=CC=2)C=CC=CC=1.[Cl:28][C:29]1[CH:34]=[CH:33][C:32]([Cl:35])=[CH:31][C:30]=1I.[F:37][C:38]1[CH:39]=[CH:40][C:41]([OH:47])=[C:42](B(O)O)[CH:43]=1.